Dataset: Forward reaction prediction with 1.9M reactions from USPTO patents (1976-2016). Task: Predict the product of the given reaction. Given the reactants [Cl:1][C:2]1[CH:11]=[C:10]([C:12](=O)[CH3:13])[C:9]([N:15]2[CH2:20][CH2:19][CH2:18][C@H:17]([OH:21])[CH2:16]2)=[C:8]2[C:3]=1[CH:4]=[CH:5][CH:6]=[N:7]2.C([O-])(=O)C.[NH4+].C([BH3-])#[N:28].[Na+], predict the reaction product. The product is: [NH2:28][CH:12]([C:10]1[C:9]([N:15]2[CH2:20][CH2:19][CH2:18][C@H:17]([OH:21])[CH2:16]2)=[C:8]2[C:3]([CH:4]=[CH:5][CH:6]=[N:7]2)=[C:2]([Cl:1])[CH:11]=1)[CH3:13].